Dataset: Experimentally validated miRNA-target interactions with 360,000+ pairs, plus equal number of negative samples. Task: Binary Classification. Given a miRNA mature sequence and a target amino acid sequence, predict their likelihood of interaction. (1) Result: 0 (no interaction). The miRNA is mmu-miR-6913-3p with sequence UCUCUACUGAUUUGUCUCCUCAG. The protein sequence of the target gene is MPTLRDSTMSHPGENPHQVRVKAYYRGDIMITHFEPSISYEGLCNEVRDMCSMDNDQLFTMKWIDEEGDPCTVSSQLELEEALRLYELNKDSELIIHVFPCVPEKPGMPCPGEDKSIYRRGARRWRKLYYATGHAFQAKRFNRRAHCAICTDRIWGLGRQGYKCINCKLLVHKKCHKLVTVECGRQVIQDPMIGRIDPGSTHPEHPDQVLGKKNSTESINHEGEEHEAVGSRESGKAVSSLGLIDFDLLRVIGRGSYAKVLLVRLKKTERIYAMKVVKKELVNDDEDIDWVQTEKHVFEQ.... (2) The miRNA is hsa-miR-6800-3p with sequence CACCUCUCCUGGCAUCGCCCC. The protein sequence of the target gene is MRQHRQFMDRTHYLLTFSSSETLLRLLLRIVDRAPKGRTFGDVLQPAKPEYRVGEVAEVIFVGANPKNSVQNQTHQTFLTVEKYEATSTSWQIVCNDASWETRFYWHKGLLGLSNATVEWHIPDTAQPGIYRIRYFGHNRKQDILKPAVILSFEGTSPAFEVVTI. Result: 1 (interaction).